This data is from Peptide-MHC class II binding affinity with 134,281 pairs from IEDB. The task is: Regression. Given a peptide amino acid sequence and an MHC pseudo amino acid sequence, predict their binding affinity value. This is MHC class II binding data. The peptide sequence is DISWESDAEITGSSERV. The MHC is DRB5_0101 with pseudo-sequence DRB5_0101. The binding affinity (normalized) is 0.